Task: Binary Classification. Given a miRNA mature sequence and a target amino acid sequence, predict their likelihood of interaction.. Dataset: Experimentally validated miRNA-target interactions with 360,000+ pairs, plus equal number of negative samples (1) The miRNA is dme-miR-7-5p with sequence UGGAAGACUAGUGAUUUUGUUGU. The protein sequence of the target gene is MERGCWAPRALVLAVLLLLATLRARAATGYYPRFSPFFFLCTHHGELEGDGEQGEVLISLHIAGNPTYYVPGQEYHVTISTSTFFDGLLVTGLYTSTSIQSSQSIGGSSAFGFGIMSDHQFGNQFMCSVVASHVSHLPTTNLSFVWIAPPAGTGCVNFMATATHRGQVIFKDALAQQLCEQGAPTEATAYSHLAEIHSDSVILRDDFDSYQQLELNPNIWVECSNCEMGEQCGTIMHGNAVTFCEPYGPRELTTTCLNTTTASVLQFSIGSGSCRFSYSDPSITVSYAKNNTADWIQLEK.... Result: 0 (no interaction). (2) The miRNA is hsa-miR-412-3p with sequence ACUUCACCUGGUCCACUAGCCGU. The protein sequence of the target gene is MASPGKDNYRMKSYKNKALNPQEMRRRREEEGIQLRKQKREEQLFKRRNVYLPRNDESMLESPIQDPDISSTVPIPEEEVVTTDMVQMIFSNNADQQLTATQKFRKLLSKEPNPPIDQVIQKPGVVQRFVKFLERNENCTLQFEAAWALTNIASGTFLHTKVVIETGAVPIFIKLLNSEHEDVQEQAVWALGNIAGDNAECRDFVLNCEILPPLLELLTNSNRLTTTRNAVWALSNLCRGKNPPPNFSKVSPCLNVLSRLLFSSDPDVLADVCWALSYLSDGPNDKIQAVIDSGVCRRLV.... Result: 1 (interaction).